Dataset: Full USPTO retrosynthesis dataset with 1.9M reactions from patents (1976-2016). Task: Predict the reactants needed to synthesize the given product. (1) Given the product [CH3:13][Si:14]([CH3:16])([CH3:15])[O:4][CH2:5][C:6]1[CH:11]=[CH:10][C:9]([OH:12])=[CH:8][CH:7]=1, predict the reactants needed to synthesize it. The reactants are: ClCCl.[OH:4][CH2:5][C:6]1[CH:11]=[CH:10][C:9]([OH:12])=[CH:8][CH:7]=1.[CH3:13][Si:14](Cl)([CH3:16])[CH3:15].[Na+].[Cl-]. (2) Given the product [CH:29]1[C:30]2[C:35](=[CH:34][CH:33]=[CH:32][CH:31]=2)[CH:36]=[CH:37][C:28]=1[CH2:27][O:26][CH:14]1[CH:13]([C:10]2[CH:11]=[CH:12][C:7]([CH2:6][CH2:5][C:3]3[N:4]=[C:38]([C:39]4[CH:44]=[CH:43][CH:42]=[CH:41][CH:40]=4)[O:1][N:2]=3)=[CH:8][CH:9]=2)[CH2:18][CH2:17][N:16]([C:19]([O:21][C:22]([CH3:25])([CH3:24])[CH3:23])=[O:20])[CH2:15]1, predict the reactants needed to synthesize it. The reactants are: [OH:1][NH:2][C:3]([CH2:5][CH2:6][C:7]1[CH:12]=[CH:11][C:10]([CH:13]2[CH2:18][CH2:17][N:16]([C:19]([O:21][C:22]([CH3:25])([CH3:24])[CH3:23])=[O:20])[CH2:15][CH:14]2[O:26][CH2:27][C:28]2[CH:37]=[CH:36][C:35]3[C:30](=[CH:31][CH:32]=[CH:33][CH:34]=3)[CH:29]=2)=[CH:9][CH:8]=1)=[NH:4].[C:38](O)(=O)[C:39]1[CH:44]=[CH:43][CH:42]=[CH:41][CH:40]=1. (3) Given the product [CH:39]1([C:34]2[CH:33]=[C:32]([C:28]3[CH:27]=[C:26]([C:24]4[CH2:23][C:22](=[O:42])[NH:21][C:9]5[CH:10]=[C:11]([C:17]([F:20])([F:19])[F:18])[C:12]([O:14][CH2:15][CH3:16])=[CH:13][C:8]=5[N:7]=4)[CH:31]=[CH:30][CH:29]=3)[CH:37]=[C:36]([CH3:38])[N:35]=2)[CH2:41][CH2:40]1, predict the reactants needed to synthesize it. The reactants are: C(OC(=O)[NH:7][C:8]1[CH:13]=[C:12]([O:14][CH2:15][CH3:16])[C:11]([C:17]([F:20])([F:19])[F:18])=[CH:10][C:9]=1[NH:21][C:22](=[O:42])[CH2:23][C:24]([C:26]1[CH:31]=[CH:30][CH:29]=[C:28]([C:32]2[CH:37]=[C:36]([CH3:38])[N:35]=[C:34]([CH:39]3[CH2:41][CH2:40]3)[CH:33]=2)[CH:27]=1)=O)(C)(C)C.C(O)(C(F)(F)F)=O. (4) Given the product [CH2:17]([N:16]([CH2:21][CH2:22][CH2:23][CH3:24])[C:14]([C:10]1[CH:11]=[C:12]([CH3:13])[N:8]([C:5]2[CH:6]=[CH:7][C:2]([C:42]3[CH:50]=[CH:49][CH:48]=[C:44]([C:45]([OH:47])=[O:46])[CH:43]=3)=[CH:3][C:4]=2[C:25]([N:27]2[C@H:36]([CH2:37][OH:38])[CH2:35][C:34]3[C:29](=[CH:30][CH:31]=[CH:32][CH:33]=3)[CH2:28]2)=[O:26])[N:9]=1)=[O:15])[CH2:18][CH2:19][CH3:20], predict the reactants needed to synthesize it. The reactants are: Br[C:2]1[CH:7]=[CH:6][C:5]([N:8]2[C:12]([CH3:13])=[CH:11][C:10]([C:14]([N:16]([CH2:21][CH2:22][CH2:23][CH3:24])[CH2:17][CH2:18][CH2:19][CH3:20])=[O:15])=[N:9]2)=[C:4]([C:25]([N:27]2[C@H:36]([CH2:37][OH:38])[CH2:35][C:34]3[C:29](=[CH:30][CH:31]=[CH:32][CH:33]=3)[CH2:28]2)=[O:26])[CH:3]=1.B([C:42]1[CH:43]=[C:44]([CH:48]=[CH:49][CH:50]=1)[C:45]([OH:47])=[O:46])(O)O.C(=O)([O-])[O-].[Na+].[Na+]. (5) Given the product [Br:22][CH2:23][CH2:24][C:31]([NH:1][C:2]1[S:3][C:4]([C:8]2[CH:13]=[CH:12][N:11]=[C:10]([NH:14][C:15]3[CH:20]=[CH:19][C:18]([F:21])=[CH:17][CH:16]=3)[N:9]=2)=[C:5]([CH3:7])[N:6]=1)=[O:32], predict the reactants needed to synthesize it. The reactants are: [NH2:1][C:2]1[S:3][C:4]([C:8]2[CH:13]=[CH:12][N:11]=[C:10]([NH:14][C:15]3[CH:20]=[CH:19][C:18]([F:21])=[CH:17][CH:16]=3)[N:9]=2)=[C:5]([CH3:7])[N:6]=1.[Br:22][CH:23](C)[C:24](Cl)=O.CN([CH:31]=[O:32])C. (6) Given the product [Br:13][C:4]1[C:6]([N+:10]([O-:12])=[O:11])=[CH:7][CH:8]=[CH:9][C:3]=1[CH2:1][CH3:2], predict the reactants needed to synthesize it. The reactants are: [CH2:1]([C:3]1[CH:9]=[CH:8][CH:7]=[C:6]([N+:10]([O-:12])=[O:11])[C:4]=1N)[CH3:2].[BrH:13].N([O-])=O.[Na+].